Predict the reactants needed to synthesize the given product. From a dataset of Full USPTO retrosynthesis dataset with 1.9M reactions from patents (1976-2016). (1) Given the product [C:4]1([NH:1][C:2](=[O:3])[O:21][CH2:20][C:17]2[CH:18]=[CH:19][C:14]([CH2:22][OH:23])=[CH:15][CH:16]=2)[C:13]2[C:8](=[CH:9][CH:10]=[CH:11][CH:12]=2)[CH:7]=[CH:6][CH:5]=1, predict the reactants needed to synthesize it. The reactants are: [N:1]([C:4]1[C:13]2[C:8](=[CH:9][CH:10]=[CH:11][CH:12]=2)[CH:7]=[CH:6][CH:5]=1)=[C:2]=[O:3].[C:14]1([CH2:22][OH:23])[CH:19]=[CH:18][C:17]([CH2:20][OH:21])=[CH:16][CH:15]=1. (2) Given the product [F:19][C:20]([F:30])([F:31])[C:21]1[CH:22]=[CH:23][C:24]([C@@H:27]([NH:29][CH2:1][C:3]2[CH:18]=[CH:17][C:6]([C:7]([O:9][CH2:10][C:11]3[CH:16]=[CH:15][CH:14]=[CH:13][CH:12]=3)=[O:8])=[CH:5][CH:4]=2)[CH3:28])=[CH:25][CH:26]=1, predict the reactants needed to synthesize it. The reactants are: [CH:1]([C:3]1[CH:18]=[CH:17][C:6]([C:7]([O:9][CH2:10][C:11]2[CH:16]=[CH:15][CH:14]=[CH:13][CH:12]=2)=[O:8])=[CH:5][CH:4]=1)=O.[F:19][C:20]([F:31])([F:30])[C:21]1[CH:26]=[CH:25][C:24]([C@@H:27]([NH2:29])[CH3:28])=[CH:23][CH:22]=1. (3) Given the product [CH3:12][C:13]1[CH:14]=[CH:15][C:16]([C:19](=[O:21])[CH2:20][C:2](=[O:4])[C:1]([O:7][CH3:8])=[O:6])=[N:17][CH:18]=1, predict the reactants needed to synthesize it. The reactants are: [C:1]([O:7][CH3:8])(=[O:6])[C:2]([O:4]C)=O.C[O-].[Na+].[CH3:12][C:13]1[CH:14]=[CH:15][C:16]([C:19](=[O:21])[CH3:20])=[N:17][CH:18]=1.O. (4) Given the product [Br:15][C:16]1[C:24]2[O:23][C:22]([CH2:25][C:27]3[CH:32]=[CH:31][C:30]([O:33][CH3:34])=[C:29]([F:35])[CH:28]=3)=[CH:21][C:20]=2[CH:19]=[CH:18][CH:17]=1, predict the reactants needed to synthesize it. The reactants are: C([SiH](CC)CC)C.FC(F)(F)C(O)=O.[Br:15][C:16]1[C:24]2[O:23][C:22]([C:25]([C:27]3[CH:32]=[CH:31][C:30]([O:33][CH3:34])=[C:29]([F:35])[CH:28]=3)=O)=[CH:21][C:20]=2[CH:19]=[CH:18][CH:17]=1. (5) Given the product [CH3:1][O:2][C:3]1[CH:8]=[CH:7][CH:6]=[CH:5][C:4]=1[S:9][CH2:16][C@@H:17]([CH3:22])[C:18]([O:20][CH3:21])=[O:19], predict the reactants needed to synthesize it. The reactants are: [CH3:1][O:2][C:3]1[CH:8]=[CH:7][CH:6]=[CH:5][C:4]=1[SH:9].C(=O)([O-])[O-].[K+].[K+].[CH3:16][C@H:17]([CH2:22]OS(C)(=O)=O)[C:18]([O:20][CH3:21])=[O:19].